From a dataset of Forward reaction prediction with 1.9M reactions from USPTO patents (1976-2016). Predict the product of the given reaction. (1) Given the reactants [N:1]([O-])=O.[Na+].[NH2:5][C:6]1[CH:7]=[C:8]([CH:12]=[CH:13][C:14]=1[NH2:15])[C:9]([OH:11])=[O:10], predict the reaction product. The product is: [NH:15]1[C:14]2[CH:13]=[CH:12][C:8]([C:9]([OH:11])=[O:10])=[CH:7][C:6]=2[N:5]=[N:1]1. (2) Given the reactants [NH:1]1[CH:5]=[CH:4][N:3]=[CH:2]1.C1(C)C=CC(S(O[CH2:16][CH2:17][O:18][CH2:19][CH2:20][O:21][CH2:22][CH2:23][O:24][CH3:25])(=O)=O)=CC=1.C(=O)([O-])[O-].[K+].[K+].CN(C)C=O, predict the reaction product. The product is: [CH3:25][O:24][CH2:23][CH2:22][O:21][CH2:20][CH2:19][O:18][CH2:17][CH2:16][N:1]1[CH:5]=[CH:4][N:3]=[CH:2]1. (3) Given the reactants C([SiH](CC)CC)C.FC(F)(F)C(O)=O.[CH3:15][O:16][C:17](=[O:30])[CH2:18][N:19]1[C:27]2[C:22](=[CH:23][C:24]([F:28])=[CH:25][CH:26]=2)[CH:21]=[C:20]1[CH3:29].[Cl:31][C:32]1[CH:37]=[CH:36][CH:35]=[CH:34][C:33]=1[S:38]([C:41]1[C:46]([CH:47]=O)=[CH:45][CH:44]=[CH:43][N:42]=1)(=[O:40])=[O:39], predict the reaction product. The product is: [CH3:15][O:16][C:17](=[O:30])[CH2:18][N:19]1[C:27]2[C:22](=[CH:23][C:24]([F:28])=[CH:25][CH:26]=2)[C:21]([CH2:47][C:46]2[C:41]([S:38]([C:33]3[CH:34]=[CH:35][CH:36]=[CH:37][C:32]=3[Cl:31])(=[O:40])=[O:39])=[N:42][CH:43]=[CH:44][CH:45]=2)=[C:20]1[CH3:29]. (4) The product is: [C:1]([C@@:46]1([OH:47])[C@@H:45]([CH:48]([C:1](=[O:17])[CH2:2][CH2:3][CH2:4][CH2:5][CH2:6][CH2:7][CH2:8][CH2:9][CH2:10][CH2:11][CH2:12][CH2:13][CH2:14][CH2:15][CH3:16])[OH:49])[O:44][C@@H:43]([N:50]2[CH:57]=[CH:56][C:54](=[O:55])[NH:53][C:51]2=[O:52])[C@@H:42]1[N:36]([C:19]([O:21][CH2:22][CH:23]1[C:24]2[C:29](=[CH:28][CH:27]=[CH:26][CH:25]=2)[C:30]2[C:35]1=[CH:34][CH:33]=[CH:32][CH:31]=2)=[O:20])[C:37](=[O:41])[CH2:38][CH2:39][NH2:40])(=[O:17])[CH2:2][CH2:3][CH2:4][CH2:5][CH2:6][CH2:7][CH2:8][CH2:9][CH2:10][CH2:11][CH2:12][CH2:13][CH2:14][CH2:15][CH3:16]. Given the reactants [C:1](Cl)(=[O:17])[CH2:2][CH2:3][CH2:4][CH2:5][CH2:6][CH2:7][CH2:8][CH2:9][CH2:10][CH2:11][CH2:12][CH2:13][CH2:14][CH2:15][CH3:16].[C:19]([N:36]([C@@H:42]1[C@H:46]([OH:47])[C@@H:45]([CH2:48][OH:49])[O:44][C@H:43]1[N:50]1[CH:57]=[CH:56][C:54](=[O:55])[NH:53][C:51]1=[O:52])[C:37](=[O:41])[CH2:38][CH2:39][NH2:40])([O:21][CH2:22][CH:23]1[C:35]2[C:30](=[CH:31][CH:32]=[CH:33][CH:34]=2)[C:29]2[C:24]1=[CH:25][CH:26]=[CH:27][CH:28]=2)=[O:20], predict the reaction product. (5) Given the reactants [CH:1]1([O:5][C@H:6]2[CH2:11][CH2:10][C@H:9]([N:12]3C(=O)C4=CC=CC=C4C3=O)[CH2:8][CH2:7]2)[CH2:4][CH2:3][CH2:2]1.O.NN, predict the reaction product. The product is: [CH:1]1([O:5][C@H:6]2[CH2:11][CH2:10][C@H:9]([NH2:12])[CH2:8][CH2:7]2)[CH2:4][CH2:3][CH2:2]1. (6) Given the reactants CO[CH:3](OC)[CH2:4][NH:5][C:6]([N:8]1[CH2:17][CH2:16][C:15]2[C:10](=[CH:11][C:12]([O:18][CH2:19][CH2:20][NH:21][S:22]([CH2:25][CH2:26][CH3:27])(=[O:24])=[O:23])=[CH:13][CH:14]=2)[CH:9]1[C:28]1([C:32]2[CH:37]=[CH:36][C:35]([F:38])=[CH:34][CH:33]=2)[CH2:31][CH2:30][CH2:29]1)=[NH:7].Cl, predict the reaction product. The product is: [F:38][C:35]1[CH:34]=[CH:33][C:32]([C:28]2([CH:9]3[C:10]4[C:15](=[CH:14][CH:13]=[C:12]([O:18][CH2:19][CH2:20][NH:21][S:22]([CH2:25][CH2:26][CH3:27])(=[O:24])=[O:23])[CH:11]=4)[CH2:16][CH2:17][N:8]3[C:6]3[NH:5][CH:4]=[CH:3][N:7]=3)[CH2:29][CH2:30][CH2:31]2)=[CH:37][CH:36]=1.